Dataset: Catalyst prediction with 721,799 reactions and 888 catalyst types from USPTO. Task: Predict which catalyst facilitates the given reaction. (1) Reactant: [CH3:1][S:2][C:3]1[C:4]([C:8]2[CH:9]=[N:10][CH:11]=[CH:12][CH:13]=2)=[N:5][NH:6][CH:7]=1.[C:14]1([C:20]2(CC=C)C=CC=C(SSCC=C)[CH2:21]2)[CH:19]=[CH:18][CH:17]=[CH:16][CH:15]=1.BrC1C(C2C=NC=CC=2)=NNC=1. Product: [C:14]1([CH:20]=[CH:21][CH2:1][S:2][C:3]2[C:4]([C:8]3[CH:9]=[N:10][CH:11]=[CH:12][CH:13]=3)=[N:5][NH:6][CH:7]=2)[CH:19]=[CH:18][CH:17]=[CH:16][CH:15]=1. The catalyst class is: 13. (2) Reactant: [Br:1][C:2]1[CH:7]=[CH:6][C:5]([C:8]([F:11])([F:10])[F:9])=[CH:4][C:3]=1[CH2:12][OH:13].N1C=CN=C1.[CH:19]([Si:22](Cl)([CH:26]([CH3:28])[CH3:27])[CH:23]([CH3:25])[CH3:24])([CH3:21])[CH3:20]. Product: [Br:1][C:2]1[CH:7]=[CH:6][C:5]([C:8]([F:10])([F:11])[F:9])=[CH:4][C:3]=1[CH2:12][O:13][Si:22]([CH:26]([CH3:28])[CH3:27])([CH:23]([CH3:25])[CH3:24])[CH:19]([CH3:21])[CH3:20]. The catalyst class is: 42. (3) Reactant: Br[C:2]1[CH:7]=[C:6](Br)[CH:5]=[C:4]([Br:9])[CH:3]=1.[C:10]1([NH:20][C:21]2[C:30]3[C:25](=[CH:26][CH:27]=[CH:28][CH:29]=3)[CH:24]=[CH:23][CH:22]=2)[C:19]2[C:14](=[CH:15][CH:16]=[CH:17][CH:18]=2)[CH:13]=[CH:12][CH:11]=1.[CH:44]1[CH:49]=[CH:48][C:47](P([C:44]2[CH:49]=[CH:48][CH:47]=[CH:46][CH:45]=2)[C:44]2[CH:49]=[CH:48][CH:47]=[CH:46][CH:45]=2)=[CH:46][CH:45]=1.[CH3:50][C:51]([O-])([CH3:53])[CH3:52].[Na+]. Product: [Br:9][C:4]1[CH:5]=[C:6]([N:20]([C:46]2[C:45]3[C:44](=[CH:16][CH:15]=[CH:14][CH:13]=3)[CH:49]=[CH:48][CH:47]=2)[C:10]2[C:53]3[C:51](=[CH:52][CH:19]=[CH:18][CH:17]=3)[CH:50]=[CH:12][CH:11]=2)[CH:7]=[C:2]([N:20]([C:21]2[C:30]3[C:25](=[CH:26][CH:27]=[CH:28][CH:29]=3)[CH:24]=[CH:23][CH:22]=2)[C:10]2[C:19]3[C:14](=[CH:15][CH:16]=[CH:17][CH:18]=3)[CH:13]=[CH:12][CH:11]=2)[CH:3]=1. The catalyst class is: 187.